Dataset: Catalyst prediction with 721,799 reactions and 888 catalyst types from USPTO. Task: Predict which catalyst facilitates the given reaction. (1) Reactant: [CH3:1][C:2]1[C:11]2[CH:10]=[N:9][C:8]([S:12][CH3:13])=[N:7][C:6]=2[N:5]([C:14]2[CH:15]=[C:16]([NH:20][C:21](=[O:24])[CH:22]=[CH2:23])[CH:17]=[CH:18][CH:19]=2)[C:4](=[O:25])[CH:3]=1.C1C=C(Cl)C=C(C(OO)=[O:34])C=1.C([O-])([O-])=O.[K+].[K+]. Product: [CH3:1][C:2]1[C:11]2[CH:10]=[N:9][C:8]([S:12]([CH3:13])=[O:34])=[N:7][C:6]=2[N:5]([C:14]2[CH:15]=[C:16]([NH:20][C:21](=[O:24])[CH:22]=[CH2:23])[CH:17]=[CH:18][CH:19]=2)[C:4](=[O:25])[CH:3]=1. The catalyst class is: 2. (2) Reactant: [Si:1]([O:18][CH2:19][CH2:20][C:21]1[C:22](=[O:37])[N:23]([C:27]2[CH:32]=[CH:31][C:30]([N+:33]([O-])=O)=[CH:29][C:28]=2[CH3:36])[CH:24]=[CH:25][CH:26]=1)([C:14]([CH3:17])([CH3:16])[CH3:15])([C:8]1[CH:13]=[CH:12][CH:11]=[CH:10][CH:9]=1)[C:2]1[CH:7]=[CH:6][CH:5]=[CH:4][CH:3]=1.C([O-])=O.[NH4+]. Product: [NH2:33][C:30]1[CH:31]=[CH:32][C:27]([N:23]2[CH:24]=[CH:25][CH:26]=[C:21]([CH2:20][CH2:19][O:18][Si:1]([C:14]([CH3:15])([CH3:16])[CH3:17])([C:8]3[CH:9]=[CH:10][CH:11]=[CH:12][CH:13]=3)[C:2]3[CH:3]=[CH:4][CH:5]=[CH:6][CH:7]=3)[C:22]2=[O:37])=[C:28]([CH3:36])[CH:29]=1. The catalyst class is: 696. (3) Reactant: [O:1]1[CH2:5][CH2:4][CH:3]([CH2:6][NH:7][C:8]([C:10]2[S:11][C:12]([C:15]#[C:16][CH2:17][CH2:18][CH3:19])=[N:13][N:14]=2)=[O:9])[CH2:2]1. Product: [O:1]1[CH2:5][CH2:4][CH:3]([CH2:6][NH:7][C:8]([C:10]2[S:11][C:12]([CH2:15][CH2:16][CH2:17][CH2:18][CH3:19])=[N:13][N:14]=2)=[O:9])[CH2:2]1. The catalyst class is: 349.